This data is from Full USPTO retrosynthesis dataset with 1.9M reactions from patents (1976-2016). The task is: Predict the reactants needed to synthesize the given product. (1) Given the product [OH:4][C:5]1[CH:6]=[C:7]2[C:12](=[CH:13][C:14]=1[O:15][CH3:16])[N:11]=[C:10]([C:17]1[CH:22]=[CH:21][CH:20]=[C:19]([N+:23]([O-:25])=[O:24])[CH:18]=1)[N:9]=[C:8]2[NH:26][C:27]1[CH:28]=[C:29]2[C:33](=[CH:34][CH:35]=1)[N:32]([C:36]([O:38][C:39]([CH3:42])([CH3:41])[CH3:40])=[O:37])[N:31]=[CH:30]2, predict the reactants needed to synthesize it. The reactants are: C([O:4][C:5]1[CH:6]=[C:7]2[C:12](=[CH:13][C:14]=1[O:15][CH3:16])[N:11]=[C:10]([C:17]1[CH:22]=[CH:21][CH:20]=[C:19]([N+:23]([O-:25])=[O:24])[CH:18]=1)[N:9]=[C:8]2[NH:26][C:27]1[CH:28]=[C:29]2[C:33](=[CH:34][CH:35]=1)[N:32]([C:36]([O:38][C:39]([CH3:42])([CH3:41])[CH3:40])=[O:37])[N:31]=[CH:30]2)(=O)C.[NH4+].[OH-]. (2) The reactants are: [Br:1][C:2]1[C:24]([CH3:25])=[CH:23][C:5]([O:6][CH:7]([C:14]2[CH:22]=[CH:21][C:17]([C:18](O)=[O:19])=[CH:16][CH:15]=2)[CH2:8][CH2:9][CH2:10][CH2:11][CH2:12][CH3:13])=[CH:4][C:3]=1[CH3:26].C(N(CC)CC)C.[CH3:34][O:35][C:36](=[O:40])[CH2:37][CH2:38][NH2:39].CCN=C=NCCCN(C)C. Given the product [CH3:34][O:35][C:36](=[O:40])[CH2:37][CH2:38][NH:39][C:18](=[O:19])[C:17]1[CH:16]=[CH:15][C:14]([CH:7]([O:6][C:5]2[CH:23]=[C:24]([CH3:25])[C:2]([Br:1])=[C:3]([CH3:26])[CH:4]=2)[CH2:8][CH2:9][CH2:10][CH2:11][CH2:12][CH3:13])=[CH:22][CH:21]=1, predict the reactants needed to synthesize it. (3) Given the product [CH3:1][C:2]1[CH:7]=[CH:6][C:5]([C@H:8]2[CH2:9][CH2:10][C@H:11]([CH:14]3[CH2:19][CH2:18][CH:17]([CH:20]4[O:21][C:23](=[O:24])[CH2:22]4)[CH2:16][CH2:15]3)[CH2:12][CH2:13]2)=[CH:4][CH:3]=1, predict the reactants needed to synthesize it. The reactants are: [CH3:1][C:2]1[CH:7]=[CH:6][C:5]([C@H:8]2[CH2:13][CH2:12][C@H:11]([CH:14]3[CH2:19][CH2:18][CH:17]([CH:20]=[O:21])[CH2:16][CH2:15]3)[CH2:10][CH2:9]2)=[CH:4][CH:3]=1.[CH2:22]=[C:23]=[O:24]. (4) Given the product [Cl:21][C:22]1[C:23]([CH2:24][OH:25])=[CH:29][CH:30]=[CH:31][N:32]=1, predict the reactants needed to synthesize it. The reactants are: [H-].C([Al+]CC(C)C)C(C)C.C1(C)C=CC=CC=1.C(Cl)Cl.[Cl:21][C:22]1[N:32]=[CH:31][CH:30]=[CH:29][C:23]=1[C:24](OCC)=[O:25]. (5) Given the product [OH:16][CH2:15][C:7]1[N:6]=[C:5]2[C:14](=[C:13]3[C:8]=1[CH:9]=[CH:10][CH:11]=[CH:12]3)[CH2:1][CH2:2][CH2:3][CH2:4]2, predict the reactants needed to synthesize it. The reactants are: [CH2:1]1[C:14]2[C:5](=[N:6][C:7]([C:15](OCC)=[O:16])=[C:8]3[C:13]=2[CH:12]=[CH:11][CH:10]=[CH:9]3)[CH2:4][CH2:3][CH2:2]1.[BH4-].[Li+]. (6) Given the product [CH3:41][N:42]([CH2:1][C:3]1[CH:8]=[CH:7][CH:6]=[CH:5][C:4]=1[C:9]1[CH:10]=[CH:11][C:12]([C:15]([N:17]2[C:23]3[CH:24]=[CH:25][CH:26]=[CH:27][C:22]=3[CH2:21][N:20]3[C:28]([C:31]([NH:33][CH2:34][C:35]4[CH:36]=[N:37][CH:38]=[CH:39][CH:40]=4)=[O:32])=[CH:29][CH:30]=[C:19]3[CH2:18]2)=[O:16])=[CH:13][CH:14]=1)[CH3:43], predict the reactants needed to synthesize it. The reactants are: [CH:1]([C:3]1[CH:8]=[CH:7][CH:6]=[CH:5][C:4]=1[C:9]1[CH:14]=[CH:13][C:12]([C:15]([N:17]2[C:23]3[CH:24]=[CH:25][CH:26]=[CH:27][C:22]=3[CH2:21][N:20]3[C:28]([C:31]([NH:33][CH2:34][C:35]4[CH:36]=[N:37][CH:38]=[CH:39][CH:40]=4)=[O:32])=[CH:29][CH:30]=[C:19]3[CH2:18]2)=[O:16])=[CH:11][CH:10]=1)=O.[CH3:41][NH:42][CH3:43]. (7) Given the product [C:1]([O:5][C:6]([N:8]1[CH2:13][CH2:12][CH:11]([NH:22][CH2:21][CH2:20][N:15]2[CH2:19][CH2:18][CH2:17][CH2:16]2)[CH2:10][CH2:9]1)=[O:7])([CH3:4])([CH3:3])[CH3:2], predict the reactants needed to synthesize it. The reactants are: [C:1]([O:5][C:6]([N:8]1[CH2:13][CH2:12][C:11](=O)[CH2:10][CH2:9]1)=[O:7])([CH3:4])([CH3:3])[CH3:2].[N:15]1([CH2:20][CH2:21][NH2:22])[CH2:19][CH2:18][CH2:17][CH2:16]1.[BH-](OC(C)=O)(OC(C)=O)OC(C)=O.[Na+]. (8) Given the product [N+:8]([C:3]1[C:2]([N:11]2[CH2:15][CH2:14][CH2:13][C:12]2=[O:16])=[CH:7][CH:6]=[CH:5][N:4]=1)([O-:10])=[O:9], predict the reactants needed to synthesize it. The reactants are: Br[C:2]1[C:3]([N+:8]([O-:10])=[O:9])=[N:4][CH:5]=[CH:6][CH:7]=1.[NH:11]1[CH2:15][CH2:14][CH2:13][C:12]1=[O:16].C(=O)([O-])[O-].[Cs+].[Cs+].C(OCC)(=O)C. (9) Given the product [F:26][C:27]1[CH:28]=[CH:29][C:30]([CH:31]([NH:32][C:33]2[CH:38]=[CH:37][N:36]=[C:35]([O:39][CH3:40])[CH:34]=2)[C:8]([C:10]2[C:18]3[C:13](=[CH:14][CH:15]=[CH:16][CH:17]=3)[NH:12][CH:11]=2)=[O:9])=[CH:41][CH:42]=1, predict the reactants needed to synthesize it. The reactants are: C(N(CC)CC)C.[CH:8]([C:10]1[C:18]2[C:13](=[CH:14][CH:15]=[CH:16][CH:17]=2)[N:12](C(OC(C)(C)C)=O)[CH:11]=1)=[O:9].[F:26][C:27]1[CH:42]=[CH:41][C:30]([CH:31]=[N:32][C:33]2[CH:38]=[CH:37][N:36]=[C:35]([O:39][CH3:40])[CH:34]=2)=[CH:29][CH:28]=1. (10) Given the product [CH3:17][C:18]1[CH:31]=[CH:30][CH:29]=[CH:28][C:19]=1[CH2:20][N:21]1[CH2:22][CH2:23][CH:24]([N:10]2[CH2:9][CH2:8][CH:7]([N:6]3[C:5]4[CH:13]=[CH:14][CH:15]=[CH:16][C:4]=4[NH:3][C:2]3=[O:1])[CH2:12][CH2:11]2)[CH2:25][CH2:26]1, predict the reactants needed to synthesize it. The reactants are: [O:1]=[C:2]1[N:6]([CH:7]2[CH2:12][CH2:11][NH:10][CH2:9][CH2:8]2)[C:5]2[CH:13]=[CH:14][CH:15]=[CH:16][C:4]=2[NH:3]1.[CH3:17][C:18]1[CH:31]=[CH:30][CH:29]=[CH:28][C:19]=1[CH2:20][N:21]1[CH2:26][CH2:25][C:24](=O)[CH2:23][CH2:22]1.